Task: Predict the reactants needed to synthesize the given product.. Dataset: Full USPTO retrosynthesis dataset with 1.9M reactions from patents (1976-2016) (1) The reactants are: C(OC(=O)N[C@H](C1C([C:24]2[CH:25]=[C:26]3[C:30](=[CH:31][CH:32]=2)[CH2:29][NH:28][C:27]3=[O:33])=CC=C(C#CC2C=NC=NC=2)N=1)CC1C=C(F)C=C(F)C=1)(C)(C)C.Br[C:44]1[C:45]([C@@H:60]([NH:70][C:71](=[O:88])[CH2:72][N:73]2[C:77]3[C:78]([F:83])([F:82])[C@@H:79]4[CH2:81][C@@H:80]4[C:76]=3[C:75]([C:84]([F:87])([F:86])[F:85])=[N:74]2)[CH2:61][C:62]2[CH:67]=[C:66]([F:68])[CH:65]=[C:64]([F:69])[CH:63]=2)=[N:46][C:47]([C:50]#[C:51][C:52]2[CH:53]=[N:54][C:55]([O:58][CH3:59])=[CH:56][CH:57]=2)=[CH:48][CH:49]=1. Given the product [F:82][C:78]1([F:83])[C:77]2[N:73]([CH2:72][C:71]([NH:70][C@H:60]([C:45]3[C:44]([C:24]4[CH:25]=[C:26]5[C:30](=[CH:31][CH:32]=4)[CH2:29][NH:28][C:27]5=[O:33])=[CH:49][CH:48]=[C:47]([C:50]#[C:51][C:52]4[CH:53]=[N:54][C:55]([O:58][CH3:59])=[CH:56][CH:57]=4)[N:46]=3)[CH2:61][C:62]3[CH:67]=[C:66]([F:68])[CH:65]=[C:64]([F:69])[CH:63]=3)=[O:88])[N:74]=[C:75]([C:84]([F:86])([F:85])[F:87])[C:76]=2[C@H:80]2[CH2:81][C@@H:79]12, predict the reactants needed to synthesize it. (2) Given the product [CH3:7][C:8]1([CH3:20])[C:12]([CH3:13])([CH3:14])[O:11][B:10]([C:15]2[CH:19]=[N:18][N:17]([CH2:4][CH2:5][OH:1])[CH:16]=2)[O:9]1, predict the reactants needed to synthesize it. The reactants are: [O:1]1[CH2:5][CH2:4]OC1=O.[CH3:7][C:8]1([CH3:20])[C:12]([CH3:14])([CH3:13])[O:11][B:10]([C:15]2[CH:16]=[N:17][NH:18][CH:19]=2)[O:9]1.C.